Dataset: CYP1A2 inhibition data for predicting drug metabolism from PubChem BioAssay. Task: Regression/Classification. Given a drug SMILES string, predict its absorption, distribution, metabolism, or excretion properties. Task type varies by dataset: regression for continuous measurements (e.g., permeability, clearance, half-life) or binary classification for categorical outcomes (e.g., BBB penetration, CYP inhibition). Dataset: cyp1a2_veith. (1) The drug is c1cncc(-c2nc(N3CCNCC3)c3ccccc3n2)c1. The result is 1 (inhibitor). (2) The molecule is CN1CCN(c2ncc3ncc(=O)n(CCc4ccccc4)c3n2)CC1. The result is 1 (inhibitor). (3) The compound is O=[N+]([O-])c1ccc(S(=O)(=O)Cc2ccccc2)c2nonc12. The result is 0 (non-inhibitor). (4) The compound is COc1cccc(-c2cncnc2NCc2cccnc2)c1. The result is 1 (inhibitor). (5) The compound is O=c1c2c(-c3ccc(Cl)cc3)csc2nc2n1CCC2. The result is 1 (inhibitor). (6) The molecule is C[C@H]1C[C@@H](C)C(=O)[C@@H]([C@H](O)CC2CC(=O)NC(=O)C2)C1. The result is 0 (non-inhibitor).